Dataset: Forward reaction prediction with 1.9M reactions from USPTO patents (1976-2016). Task: Predict the product of the given reaction. (1) Given the reactants Br[C:2]1[CH:10]=[C:9]2[C:5]([CH:6]=[N:7][NH:8]2)=[C:4]([NH:11][C:12]([C:14]2[CH:19]=[CH:18][CH:17]=[CH:16][N:15]=2)=[O:13])[CH:3]=1.[NH:20]1[C:28]2[C:23](=[C:24](B(O)O)[CH:25]=[CH:26][CH:27]=2)[CH:22]=[CH:21]1.C(=O)([O-])[O-].[Na+].[Na+], predict the reaction product. The product is: [NH:20]1[C:28]2[C:23](=[C:24]([C:2]3[CH:10]=[C:9]4[C:5]([CH:6]=[N:7][NH:8]4)=[C:4]([NH:11][C:12]([C:14]4[CH:19]=[CH:18][CH:17]=[CH:16][N:15]=4)=[O:13])[CH:3]=3)[CH:25]=[CH:26][CH:27]=2)[CH:22]=[CH:21]1. (2) Given the reactants [NH2:1][C:2]1[CH:7]=[CH:6][CH:5]=[CH:4][CH:3]=1.N([O-])=O.[Na+].[N-:12]=[N+:13]=[N-].[Na+], predict the reaction product. The product is: [N:1]([C:2]1[CH:7]=[CH:6][CH:5]=[CH:4][CH:3]=1)=[N+:12]=[N-:13].